From a dataset of NCI-60 drug combinations with 297,098 pairs across 59 cell lines. Regression. Given two drug SMILES strings and cell line genomic features, predict the synergy score measuring deviation from expected non-interaction effect. (1) Cell line: OVCAR-5. Drug 2: CN(CC1=CN=C2C(=N1)C(=NC(=N2)N)N)C3=CC=C(C=C3)C(=O)NC(CCC(=O)O)C(=O)O. Synergy scores: CSS=11.3, Synergy_ZIP=4.19, Synergy_Bliss=6.28, Synergy_Loewe=-12.9, Synergy_HSA=1.09. Drug 1: CCCS(=O)(=O)NC1=C(C(=C(C=C1)F)C(=O)C2=CNC3=C2C=C(C=N3)C4=CC=C(C=C4)Cl)F. (2) Drug 1: CC1=CC2C(CCC3(C2CCC3(C(=O)C)OC(=O)C)C)C4(C1=CC(=O)CC4)C. Drug 2: C1CC(C1)(C(=O)O)C(=O)O.[NH2-].[NH2-].[Pt+2]. Cell line: A549. Synergy scores: CSS=24.0, Synergy_ZIP=-12.2, Synergy_Bliss=-2.90, Synergy_Loewe=-12.7, Synergy_HSA=0.665. (3) Drug 1: C1CNP(=O)(OC1)N(CCCl)CCCl. Drug 2: CNC(=O)C1=NC=CC(=C1)OC2=CC=C(C=C2)NC(=O)NC3=CC(=C(C=C3)Cl)C(F)(F)F. Cell line: SK-OV-3. Synergy scores: CSS=55.7, Synergy_ZIP=18.9, Synergy_Bliss=19.3, Synergy_Loewe=-4.45, Synergy_HSA=15.1.